This data is from Full USPTO retrosynthesis dataset with 1.9M reactions from patents (1976-2016). The task is: Predict the reactants needed to synthesize the given product. Given the product [CH2:31]([N:16]([CH2:14][CH3:15])[CH2:17][CH2:18][NH:19][C:20]([C:22]1[C:26]([CH3:27])=[C:25]([CH:28]=[C:10]2[C:9]3[C:4](=[CH:5][C:6]([C:11]([OH:13])=[O:12])=[CH:7][CH:8]=3)[NH:3][C:2]2=[O:1])[NH:24][C:23]=1[CH3:30])=[O:21])[CH3:32], predict the reactants needed to synthesize it. The reactants are: [O:1]=[C:2]1[CH2:10][C:9]2[C:4](=[CH:5][C:6]([C:11]([OH:13])=[O:12])=[CH:7][CH:8]=2)[NH:3]1.[CH2:14]([N:16]([CH2:31][CH3:32])[CH2:17][CH2:18][NH:19][C:20]([C:22]1[C:26]([CH3:27])=[C:25]([CH:28]=O)[NH:24][C:23]=1[CH3:30])=[O:21])[CH3:15].